Dataset: Forward reaction prediction with 1.9M reactions from USPTO patents (1976-2016). Task: Predict the product of the given reaction. (1) Given the reactants [Br:1][C:2]1[CH:7]=[CH:6][C:5]([NH:8][C:9](=[O:26])[C:10]2[CH:15]=[C:14]([N+:16]([O-])=O)[C:13]([NH:19][CH3:20])=[N:12][C:11]=2[O:21][CH2:22][CH:23]([F:25])[F:24])=[CH:4][CH:3]=1, predict the reaction product. The product is: [Br:1][C:2]1[CH:3]=[CH:4][C:5]([NH:8][C:9](=[O:26])[C:10]2[CH:15]=[C:14]([NH2:16])[C:13]([NH:19][CH3:20])=[N:12][C:11]=2[O:21][CH2:22][CH:23]([F:24])[F:25])=[CH:6][CH:7]=1. (2) Given the reactants [CH3:1][C:2]1[CH:7]=[CH:6][C:5]([S:8]([O:11][CH2:12][C:13]2([CH3:24])[CH2:17][C:16]3[CH:18]=[C:19]([Cl:23])[CH:20]=[C:21]([OH:22])[C:15]=3[O:14]2)(=[O:10])=[O:9])=[CH:4][CH:3]=1.[F:25][C:26]([F:39])([F:38])[S:27](O[S:27]([C:26]([F:39])([F:38])[F:25])(=[O:29])=[O:28])(=[O:29])=[O:28].C(N(C(C)C)CC)(C)C.CC1C=CC(S(OC)(=O)=O)=CC=1, predict the reaction product. The product is: [CH3:1][C:2]1[CH:7]=[CH:6][C:5]([S:8]([O:11][CH2:12][C:13]2([CH3:24])[CH2:17][C:16]3[CH:18]=[C:19]([Cl:23])[CH:20]=[C:21]([O:22][S:27]([C:26]([F:39])([F:38])[F:25])(=[O:29])=[O:28])[C:15]=3[O:14]2)(=[O:9])=[O:10])=[CH:4][CH:3]=1. (3) Given the reactants [NH:1]1[CH:5]=[CH:4][CH:3]=[N:2]1.C(N(CC)CC)C.[CH2:13]([N:15]=[C:16]=[O:17])[CH3:14].Cl, predict the reaction product. The product is: [CH2:13]([NH:15][C:16]([N:1]1[CH:5]=[CH:4][CH:3]=[N:2]1)=[O:17])[CH3:14]. (4) Given the reactants [F:1][C:2]1[CH:3]=[C:4]([C:21]([NH2:23])=[O:22])[C:5]2[O:9][C:8]([C:10]3[CH:15]=[CH:14][C:13]([CH2:16][N:17]([CH3:19])[CH3:18])=[CH:12][CH:11]=3)=[CH:7][C:6]=2[CH:20]=1.F[C:25]1[CH:26]=C(C(OC)=O)C2OC(C3C=CC(CN4CCCCC4)=CC=3)=CC=2[CH:46]=1, predict the reaction product. The product is: [F:1][C:2]1[CH:3]=[C:4]([C:21]([NH2:23])=[O:22])[C:5]2[O:9][C:8]([C:10]3[CH:15]=[CH:14][C:13]([CH2:16][N:17]4[CH2:19][CH2:26][CH2:25][CH2:46][CH2:18]4)=[CH:12][CH:11]=3)=[CH:7][C:6]=2[CH:20]=1. (5) Given the reactants [CH:1]1([CH2:4][O:5][C:6]2[CH:11]=[CH:10][C:9]([CH:12]([F:14])[F:13])=[CH:8][C:7]=2[C:15]2[C:16]3[NH:23][C:22]([CH3:24])=[C:21]([C:25](O)=[O:26])[C:17]=3[N:18]=[CH:19][N:20]=2)[CH2:3][CH2:2]1.[C:28]([O:32][C:33](=[O:43])[NH:34][C@@H:35]1[CH2:40][CH2:39][C@@H:38]([NH2:41])[C@H:37]([CH3:42])[CH2:36]1)([CH3:31])([CH3:30])[CH3:29], predict the reaction product. The product is: [CH:1]1([CH2:4][O:5][C:6]2[CH:11]=[CH:10][C:9]([CH:12]([F:13])[F:14])=[CH:8][C:7]=2[C:15]2[C:16]3[NH:23][C:22]([CH3:24])=[C:21]([C:25]([NH:41][C@H:38]4[CH2:39][CH2:40][C@H:35]([NH:34][C:33](=[O:43])[O:32][C:28]([CH3:30])([CH3:29])[CH3:31])[CH2:36][C@@H:37]4[CH3:42])=[O:26])[C:17]=3[N:18]=[CH:19][N:20]=2)[CH2:2][CH2:3]1. (6) The product is: [C:2](=[O:9])([S:18][C:19]1[CH:24]=[CH:23][CH:22]=[CH:21][N:20]=1)[C:3]1[CH:8]=[CH:7][N:6]=[CH:5][CH:4]=1. Given the reactants Cl.[C:2](Cl)(=[O:9])[C:3]1[CH:8]=[CH:7][N:6]=[CH:5][CH:4]=1.C(N(CC)CC)C.[SH:18][C:19]1[CH:24]=[CH:23][CH:22]=[CH:21][N:20]=1.O, predict the reaction product.